From a dataset of Forward reaction prediction with 1.9M reactions from USPTO patents (1976-2016). Predict the product of the given reaction. (1) Given the reactants [CH:1](=[N:8][OH:9])[C:2]1[CH:7]=[CH:6][CH:5]=[CH:4][CH:3]=1.ClN1C(=O)CCC1=O.C(N(CC)CC)C.[OH:25][N:26]=[C:27]([Cl:34])[C:28]1[CH:33]=[CH:32][CH:31]=[CH:30][CH:29]=1.[CH2:35]([N:38]1[C:50]2[C:49]3[CH:48]=[CH:47][CH:46]=[CH:45][C:44]=3[N:43]=[C:42]([Cl:51])[C:41]=2[N:40]=[C:39]1[CH2:52][O:53][CH2:54][CH3:55])[CH:36]=[CH2:37], predict the reaction product. The product is: [OH:25][N:26]=[C:27]([Cl:34])[C:28]1[CH:33]=[CH:32][CH:31]=[CH:30][CH:29]=1.[Cl:51][C:42]1[C:41]2[N:40]=[C:39]([CH2:52][O:53][CH2:54][CH3:55])[N:38]([CH2:35][CH:36]3[O:9][N:8]=[C:1]([C:2]4[CH:7]=[CH:6][CH:5]=[CH:4][CH:3]=4)[CH2:37]3)[C:50]=2[C:49]2[CH:48]=[CH:47][CH:46]=[CH:45][C:44]=2[N:43]=1. (2) Given the reactants [NH:1]1[C:9]2[C:4](=[CH:5][C:6]([O:10][C:11]3[C:20]4[C:15](=[CH:16][C:17]([O:23][CH2:24][C@@H:25]5[CH2:27][O:26]5)=[C:18]([O:21][CH3:22])[CH:19]=4)[N:14]=[CH:13][N:12]=3)=[CH:7][CH:8]=2)[CH:3]=[CH:2]1.[CH:28]([NH2:31])([CH3:30])[CH3:29], predict the reaction product. The product is: [OH:26][C@@H:25]([CH2:27][NH:31][CH:28]([CH3:30])[CH3:29])[CH2:24][O:23][C:17]1[CH:16]=[C:15]2[C:20]([C:11]([O:10][C:6]3[CH:5]=[C:4]4[C:9](=[CH:8][CH:7]=3)[NH:1][CH:2]=[CH:3]4)=[N:12][CH:13]=[N:14]2)=[CH:19][C:18]=1[O:21][CH3:22]. (3) The product is: [OH:25][C:21]([CH3:24])([CH3:23])[CH2:22][O:3][N:4]1[C:9]([CH3:10])([CH3:11])[CH2:8][C:7](=[O:12])[CH2:6][C:5]1([CH3:14])[CH3:13]. Given the reactants OO.[OH:3][N:4]1[C:9]([CH3:11])([CH3:10])[CH2:8][C:7](=[O:12])[CH2:6][C:5]1([CH3:14])[CH3:13].S([O-])([O-])=O.[Na+].[Na+].[C:21]([OH:25])([CH3:24])([CH3:23])[CH3:22], predict the reaction product. (4) Given the reactants Br[CH2:2][C:3]1[C:8]([O:9][CH3:10])=[CH:7][CH:6]=[CH:5][C:4]=1[N:11]1[C:15](=[O:16])[N:14]([CH3:17])[N:13]=[N:12]1.[Br:18][C:19]1[CH:24]=[CH:23][C:22]([N:25]2[CH:29]=[CH:28][C:27]([OH:30])=[N:26]2)=[CH:21][CH:20]=1.C(=O)([O-])[O-].[K+].[K+].C(#N)C, predict the reaction product. The product is: [Br:18][C:19]1[CH:20]=[CH:21][C:22]([N:25]2[CH:29]=[CH:28][C:27]([O:30][CH2:2][C:3]3[C:8]([O:9][CH3:10])=[CH:7][CH:6]=[CH:5][C:4]=3[N:11]3[C:15](=[O:16])[N:14]([CH3:17])[N:13]=[N:12]3)=[N:26]2)=[CH:23][CH:24]=1. (5) Given the reactants [CH3:1][O:2][C:3]1[CH:12]=[C:11]2[C:6]([N:7]=[C:8]([N:14]3[CH2:18][CH2:17][CH2:16][C@@H:15]3[CH3:19])[C:9](=[O:13])[NH:10]2)=[CH:5][C:4]=1[C:20]([O:22][CH3:23])=[O:21].N1C=CC=CC=1.[O:30](S(C(F)(F)F)(=O)=O)[S:31]([C:34]([F:37])([F:36])[F:35])(=O)=[O:32], predict the reaction product. The product is: [CH3:1][O:2][C:3]1[CH:12]=[C:11]2[C:6]([N:7]=[C:8]([N:14]3[CH2:18][CH2:17][CH2:16][C@@H:15]3[CH3:19])[C:9]([O:13][S:31]([C:34]([F:37])([F:36])[F:35])(=[O:32])=[O:30])=[N:10]2)=[CH:5][C:4]=1[C:20]([O:22][CH3:23])=[O:21].